Dataset: Full USPTO retrosynthesis dataset with 1.9M reactions from patents (1976-2016). Task: Predict the reactants needed to synthesize the given product. (1) Given the product [OH:1][CH:2]([CH2:22][CH3:23])[CH2:3][CH2:4][NH:5][C:6]([C:8]1[N:9]=[N:10][C:11]([N:14]2[CH2:21][C:20]3[CH2:19][N:18]([C:34](=[O:35])[C:33]4[CH:37]=[C:38]([O:41][CH3:42])[CH:39]=[CH:40][C:32]=4[Br:31])[CH2:17][C:16]=3[CH2:15]2)=[CH:12][CH:13]=1)=[O:7], predict the reactants needed to synthesize it. The reactants are: [OH:1][CH:2]([CH2:22][CH3:23])[CH2:3][CH2:4][NH:5][C:6]([C:8]1[N:9]=[N:10][C:11]([N:14]2[CH2:21][C:20]3[CH2:19][NH:18][CH2:17][C:16]=3[CH2:15]2)=[CH:12][CH:13]=1)=[O:7].FC(F)(F)C([O-])=O.[Br:31][C:32]1[CH:40]=[CH:39][C:38]([O:41][CH3:42])=[CH:37][C:33]=1[C:34](O)=[O:35].CN(C(ON1N=NC2C=CC=NC1=2)=[N+](C)C)C.F[P-](F)(F)(F)(F)F. (2) The reactants are: [Cl:1][C:2]1[CH:3]=[C:4]([CH:16]=[C:17]([Cl:20])[C:18]=1[OH:19])[C:5]([NH:7][NH:8][C:9](=[O:15])[C:10]([O:12][CH2:13][CH3:14])=[O:11])=O. Given the product [Cl:1][C:2]1[CH:3]=[C:4]([C:5]2[O:15][C:9]([C:10]([O:12][CH2:13][CH3:14])=[O:11])=[N:8][N:7]=2)[CH:16]=[C:17]([Cl:20])[C:18]=1[OH:19], predict the reactants needed to synthesize it. (3) Given the product [Cl:1][C:2]1[CH:3]=[C:4]2[C:10]([C:11]3[N:16]=[C:15]([NH:17][C@H:18]4[CH2:23][CH2:22][CH2:21][N:20]([C:24](=[NH:25])[NH2:26])[CH2:19]4)[C:14]([F:27])=[CH:13][N:12]=3)=[CH:9][NH:8][C:5]2=[N:6][CH:7]=1, predict the reactants needed to synthesize it. The reactants are: [Cl:1][C:2]1[CH:3]=[C:4]2[C:10]([C:11]3[N:16]=[C:15]([NH:17][C@H:18]4[CH2:23][CH2:22][CH2:21][N:20]([C:24]([NH2:26])=[NH:25])[CH2:19]4)[C:14]([F:27])=[CH:13][N:12]=3)=[CH:9][N:8](S(C3C=CC(C)=CC=3)(=O)=O)[C:5]2=[N:6][CH:7]=1.C[O-].[Na+].